Dataset: Forward reaction prediction with 1.9M reactions from USPTO patents (1976-2016). Task: Predict the product of the given reaction. (1) Given the reactants P(Cl)(Cl)(Cl)(Cl)[Cl:2].[N+:7]([C:10]1[O:14][C:13]([CH:15]=[CH:16][C:17]2[NH:26][C:25](=O)[C:24]3[C:19](=[CH:20][CH:21]=[CH:22][CH:23]=3)[N:18]=2)=[CH:12][CH:11]=1)([O-:9])=[O:8], predict the reaction product. The product is: [N+:7]([C:10]1[O:14][C:13]([CH:15]=[CH:16][C:17]2[N:26]=[C:25]([Cl:2])[C:24]3[C:19](=[CH:20][CH:21]=[CH:22][CH:23]=3)[N:18]=2)=[CH:12][CH:11]=1)([O-:9])=[O:8]. (2) Given the reactants [NH:1]1[C:5]2=[N:6][CH:7]=[CH:8][CH:9]=[C:4]2[CH:3]=[CH:2]1.C=O.Cl.CNC.CI.[Si](C#N)(C)(C)C.CC[CH2:26][CH2:27][N+:28](CCCC)(CCCC)CCCC.[F-], predict the reaction product. The product is: [NH:1]1[C:5]2=[N:6][CH:7]=[CH:8][CH:9]=[C:4]2[C:3]([CH2:26][C:27]#[N:28])=[CH:2]1. (3) Given the reactants [CH2:1]([C:5]1([CH2:22][CH2:23][CH2:24][CH3:25])[C:14]2[C:9](=[CH:10][CH:11]=[CH:12][CH:13]=2)[C:8]([OH:15])=[C:7](C(OCC)=O)[C:6]1=[O:21])[CH2:2][CH2:3][CH3:4], predict the reaction product. The product is: [CH2:1]([C:5]1([CH2:22][CH2:23][CH2:24][CH3:25])[C:14]2[C:9](=[CH:10][CH:11]=[CH:12][CH:13]=2)[C:8]([OH:15])=[CH:7][C:6]1=[O:21])[CH2:2][CH2:3][CH3:4]. (4) Given the reactants [C:1]([NH:4][CH2:5][C@@H:6]1[O:10][C:9](=[O:11])[N:8]([C:12]2[CH:13]=[C:14]3[C:19](=[CH:20][CH:21]=2)[CH2:18][N:17](C(OCC2C=CC=CC=2)=O)[CH2:16][CH2:15]3)[CH2:7]1)(=[O:3])[CH3:2], predict the reaction product. The product is: [CH2:18]1[C:19]2[C:14](=[CH:13][C:12]([N:8]3[CH2:7][C@H:6]([CH2:5][NH:4][C:1](=[O:3])[CH3:2])[O:10][C:9]3=[O:11])=[CH:21][CH:20]=2)[CH2:15][CH2:16][NH:17]1. (5) Given the reactants [Br:1][C:2]1[CH:3]=[C:4]2[C:10]([C:11]3[CH:15]=[CH:14][O:13][CH:12]=3)=[C:9]([Si](C)(C)C)[NH:8][C:5]2=[N:6][CH:7]=1.CCCC[N+](CCCC)(CCCC)CCCC.[F-], predict the reaction product. The product is: [Br:1][C:2]1[CH:3]=[C:4]2[C:10]([C:11]3[CH:15]=[CH:14][O:13][CH:12]=3)=[CH:9][NH:8][C:5]2=[N:6][CH:7]=1. (6) Given the reactants [C:1]([CH2:3][C:4]([N:6]1[CH2:10][CH2:9][CH2:8][C@H:7]1[CH2:11][N:12]1[C:16]2[CH:17]=[CH:18][CH:19]=[CH:20][C:15]=2[N:14]=[C:13]1[NH:21][C:22]([C:24]1[S:25][C:26]([CH:29]([F:31])[F:30])=[CH:27][CH:28]=1)=[O:23])=[O:5])#[N:2].[CH3:32][CH:33]([CH3:36])[CH:34]=O.N1CCCCC1, predict the reaction product. The product is: [C:1]([C:3](=[CH:32][CH:33]([CH3:36])[CH3:34])[C:4]([N:6]1[CH2:10][CH2:9][CH2:8][C@H:7]1[CH2:11][N:12]1[C:16]2[CH:17]=[CH:18][CH:19]=[CH:20][C:15]=2[N:14]=[C:13]1[NH:21][C:22]([C:24]1[S:25][C:26]([CH:29]([F:30])[F:31])=[CH:27][CH:28]=1)=[O:23])=[O:5])#[N:2]. (7) Given the reactants [CH:1]1[C:10]2[C:5](=[CH:6][C:7]([C:11]([OH:13])=O)=[CH:8][CH:9]=2)[CH:4]=[CH:3][N:2]=1.CN(C(ON1N=NC2C=CC=NC1=2)=[N+](C)C)C.F[P-](F)(F)(F)(F)F.Cl.[C:39]1([C@@H:45]2[CH2:49][CH2:48][CH2:47][NH:46]2)[CH:44]=[CH:43][CH:42]=[CH:41][CH:40]=1.CCN(C(C)C)C(C)C, predict the reaction product. The product is: [CH:1]1[C:10]2[C:5](=[CH:6][C:7]([C:11]([N:46]3[CH2:47][CH2:48][CH2:49][C@H:45]3[C:39]3[CH:44]=[CH:43][CH:42]=[CH:41][CH:40]=3)=[O:13])=[CH:8][CH:9]=2)[CH:4]=[CH:3][N:2]=1. (8) Given the reactants [CH:1]1[C:13]2[NH:12][C:11]3[C:6](=[CH:7][CH:8]=[CH:9][CH:10]=3)[C:5]=2[CH:4]=[CH:3][CH:2]=1.[CH3:14][C:15]([C:17]1[CH:22]=[CH:21][C:20](F)=[CH:19][CH:18]=1)=[O:16].C([O-])([O-])=O.[K+].[K+].O, predict the reaction product. The product is: [CH:10]1[C:11]2[N:12]([C:20]3[CH:21]=[CH:22][C:17]([C:15](=[O:16])[CH3:14])=[CH:18][CH:19]=3)[C:13]3[C:5](=[CH:4][CH:3]=[CH:2][CH:1]=3)[C:6]=2[CH:7]=[CH:8][CH:9]=1. (9) Given the reactants [F:1][C:2]([F:10])([F:9])[CH:3]([OH:8])[C:4]([F:7])([F:6])[F:5].Cl[C:12](Cl)([O:14]C(=O)OC(Cl)(Cl)Cl)Cl.C(N(CC)C(C)C)(C)C.[Cl:32][C:33]1[CH:38]=[CH:37][CH:36]=[C:35]([CH2:39][N:40]2[CH2:45][CH2:44][NH:43][CH2:42][CH2:41]2)[C:34]=1[N:46]1[CH2:51][CH2:50][O:49][CH2:48][CH2:47]1, predict the reaction product. The product is: [Cl:32][C:33]1[C:34]([N:46]2[CH2:51][CH2:50][O:49][CH2:48][CH2:47]2)=[C:35]([CH2:39][N:40]2[CH2:45][CH2:44][N:43]([C:12]([O:8][CH:3]([C:4]([F:7])([F:6])[F:5])[C:2]([F:10])([F:9])[F:1])=[O:14])[CH2:42][CH2:41]2)[CH:36]=[CH:37][CH:38]=1. (10) Given the reactants [O:1]=[C:2]1[C:14]2[C:13]3[C:8](=[CH:9][CH:10]=[CH:11][CH:12]=3)[N:7]([CH2:15][C:16]3[CH:25]=[CH:24][C:19]([C:20]([O:22][CH3:23])=[O:21])=[CH:18][CH:17]=3)[C:6]=2[CH2:5][CH2:4][CH2:3]1.C=O.[C:28]1(C)C=CC=CC=1, predict the reaction product. The product is: [CH2:28]=[C:3]1[C:2](=[O:1])[C:14]2[C:13]3[C:8](=[CH:9][CH:10]=[CH:11][CH:12]=3)[N:7]([CH2:15][C:16]3[CH:17]=[CH:18][C:19]([C:20]([O:22][CH3:23])=[O:21])=[CH:24][CH:25]=3)[C:6]=2[CH2:5][CH2:4]1.